Dataset: Full USPTO retrosynthesis dataset with 1.9M reactions from patents (1976-2016). Task: Predict the reactants needed to synthesize the given product. (1) Given the product [CH2:1]([O:3][C:4](=[O:39])[CH2:5][CH2:6][CH2:7][O:8][C:9]1[CH:14]=[CH:13][CH:12]=[C:11]([CH2:15][CH2:16][CH2:17][CH2:18][CH2:19][CH2:20][O:21][C:22]2[CH:27]=[C:26]([C:42]3[CH:43]=[CH:44][S:40][CH:41]=3)[CH:25]=[C:24]([C:29](=[O:31])[CH3:30])[CH:23]=2)[C:10]=1[CH2:32][CH2:33][C:34]([O:36][CH2:37][CH3:38])=[O:35])[CH3:2], predict the reactants needed to synthesize it. The reactants are: [CH2:1]([O:3][C:4](=[O:39])[CH2:5][CH2:6][CH2:7][O:8][C:9]1[CH:14]=[CH:13][CH:12]=[C:11]([CH2:15][CH2:16][CH2:17][CH2:18][CH2:19][CH2:20][O:21][C:22]2[CH:27]=[C:26](Br)[CH:25]=[C:24]([C:29](=[O:31])[CH3:30])[CH:23]=2)[C:10]=1[CH2:32][CH2:33][C:34]([O:36][CH2:37][CH3:38])=[O:35])[CH3:2].[S:40]1[CH:44]=[CH:43][C:42](B(O)O)=[CH:41]1.C(=O)([O-])[O-].[Cs+].[Cs+]. (2) Given the product [Br:1][C:2]1[C:3]([F:20])=[CH:4][C:5]2[O:11][CH2:10][CH2:9][N:8]3[C:12]([C:32]4[NH:28][N:29]=[C:30]([CH3:36])[CH:31]=4)=[C:13]([C:15]([NH2:17])=[O:16])[N:14]=[C:7]3[C:6]=2[CH:19]=1, predict the reactants needed to synthesize it. The reactants are: [Br:1][C:2]1[C:3]([F:20])=[CH:4][C:5]2[O:11][CH2:10][CH2:9][N:8]3[C:12](I)=[C:13]([C:15]([NH2:17])=[O:16])[N:14]=[C:7]3[C:6]=2[CH:19]=1.C(OC([N:28]1[C:32](B(O)O)=[CH:31][C:30]([CH3:36])=[N:29]1)=O)(C)(C)C. (3) The reactants are: [Br:1][C:2]1[N:7]=[C:6]([C:8]([OH:10])=[O:9])[CH:5]=[CH:4][C:3]=1[F:11].OS(O)(=O)=O.[CH3:17]O. Given the product [Br:1][C:2]1[N:7]=[C:6]([C:8]([O:10][CH3:17])=[O:9])[CH:5]=[CH:4][C:3]=1[F:11], predict the reactants needed to synthesize it. (4) Given the product [CH3:3][S:4]([C:7]1[N:12]=[CH:11][C:10]([O:13][C:14]2[CH:15]=[C:16]3[C:20](=[CH:21][C:22]=2[CH2:23][N:24]2[CH2:28][CH2:27][CH2:26][C:25]2=[O:29])[N:19]([CH2:41][O:40][CH2:39][CH2:38][Si:37]([CH3:44])([CH3:43])[CH3:36])[C:18]([C:30]2[CH:35]=[CH:34][CH:33]=[CH:32][N:31]=2)=[CH:17]3)=[CH:9][CH:8]=1)(=[O:6])=[O:5], predict the reactants needed to synthesize it. The reactants are: [H-].[Na+].[CH3:3][S:4]([C:7]1[N:12]=[CH:11][C:10]([O:13][C:14]2[CH:15]=[C:16]3[C:20](=[CH:21][C:22]=2[CH2:23][N:24]2[CH2:28][CH2:27][CH2:26][C:25]2=[O:29])[NH:19][C:18]([C:30]2[CH:35]=[CH:34][CH:33]=[CH:32][N:31]=2)=[CH:17]3)=[CH:9][CH:8]=1)(=[O:6])=[O:5].[CH3:36][Si:37]([CH3:44])([CH3:43])[CH2:38][CH2:39][O:40][CH2:41]Cl.[Cl-].[NH4+].